Dataset: Full USPTO retrosynthesis dataset with 1.9M reactions from patents (1976-2016). Task: Predict the reactants needed to synthesize the given product. (1) Given the product [CH2:25]([O:24][CH2:23][C:22]1[NH:14][C:13](=[O:2])[C:15]2[CH:20]=[CH:19][CH:18]=[N:17][C:16]=2[N:21]=1)[CH2:26][C:27]1[CH:32]=[CH:31][CH:30]=[CH:29][CH:28]=1, predict the reactants needed to synthesize it. The reactants are: C(=O)([O-])[O-:2].[K+].[K+].CS(C)=O.OO.[C:13]([C:15]1[C:16]([NH:21][C:22](=O)[CH2:23][O:24][CH2:25][CH2:26][C:27]2[CH:32]=[CH:31][CH:30]=[CH:29][CH:28]=2)=[N:17][CH:18]=[CH:19][CH:20]=1)#[N:14]. (2) The reactants are: C(OC(=O)[NH:7][CH2:8][CH2:9][CH2:10][O:11][C:12]1[CH:17]=[CH:16][CH:15]=[C:14]([C:18]2[N:26]=[CH:25][N:24]=[C:23]3[C:19]=2[N:20]=[CH:21][N:22]3C2CCCCO2)[CH:13]=1)(C)(C)C.Cl. Given the product [N:26]1[C:18]([C:14]2[CH:13]=[C:12]([CH:17]=[CH:16][CH:15]=2)[O:11][CH2:10][CH2:9][CH2:8][NH2:7])=[C:19]2[C:23]([NH:22][CH:21]=[N:20]2)=[N:24][CH:25]=1, predict the reactants needed to synthesize it. (3) Given the product [C:8]([C:10]1[CH:11]=[CH:12][C:13]([CH:16]2[C:25]3[C:24](=[O:26])[CH2:23][CH2:22][CH2:21][C:20]=3[N:19]([C:27]3[CH:32]=[CH:31][CH:30]=[C:29]([C:33]([F:34])([F:35])[F:36])[CH:28]=3)[C:18](=[O:37])[N:17]2[C:38]([NH:7][CH:4]2[CH2:5][CH2:6][S:1][CH2:2][CH2:3]2)=[O:39])=[CH:14][CH:15]=1)#[N:9], predict the reactants needed to synthesize it. The reactants are: [S:1]1[CH2:6][CH2:5][CH:4]([NH2:7])[CH2:3][CH2:2]1.[C:8]([C:10]1[CH:15]=[CH:14][C:13]([CH:16]2[C:25]3[C:24](=[O:26])[CH2:23][CH2:22][CH2:21][C:20]=3[N:19]([C:27]3[CH:32]=[CH:31][CH:30]=[C:29]([C:33]([F:36])([F:35])[F:34])[CH:28]=3)[C:18](=[O:37])[N:17]2[C:38](OC2C=CC([N+]([O-])=O)=CC=2)=[O:39])=[CH:12][CH:11]=1)#[N:9].